This data is from Catalyst prediction with 721,799 reactions and 888 catalyst types from USPTO. The task is: Predict which catalyst facilitates the given reaction. (1) Reactant: [Cl:1][C:2]1[CH:11]=[C:10]([CH3:12])[C:9]2[CH:8]=[C:7]3[O:13][C:14]([CH3:18])([CH3:17])[CH:15]=[CH:16][C:6]3=[CH:5][C:4]=2[N:3]=1.CN1C=CN=C1.Cl[O-].[Na+].S([O-])([O-])(=[O:30])=S.[Na+].[Na+]. Product: [Cl:1][C:2]1[CH:11]=[C:10]([CH3:12])[C:9]2[CH:8]=[C:7]3[O:13][C:14]([CH3:18])([CH3:17])[C@H:15]4[O:30][C@H:16]4[C:6]3=[CH:5][C:4]=2[N:3]=1. The catalyst class is: 84. (2) Reactant: [S:1]1[C:5]2[CH:6]=[C:7]([NH:10][C:11]3[N:16]=[C:15]([NH:17][C:18]([CH3:26])([C:20]4[CH:25]=[CH:24][CH:23]=[CH:22][CH:21]=4)[CH3:19])[N:14]=[C:13](Cl)[N:12]=3)[CH:8]=[CH:9][C:4]=2[N:3]=[CH:2]1.C([O-])=O.[NH4+].C(Cl)Cl. Product: [S:1]1[C:5]2[CH:6]=[C:7]([NH:10][C:11]3[N:16]=[C:15]([NH:17][C:18]([CH3:26])([C:20]4[CH:21]=[CH:22][CH:23]=[CH:24][CH:25]=4)[CH3:19])[N:14]=[CH:13][N:12]=3)[CH:8]=[CH:9][C:4]=2[N:3]=[CH:2]1. The catalyst class is: 19. (3) Reactant: [NH2:1][C:2]1[S:3][C:4]2[CH:10]=[C:9]([O:11][C:12]3[CH:13]=[C:14]([NH:20][C:21](=[O:33])[C:22]4[CH:27]=[CH:26][CH:25]=[C:24]([C:28]([C:31]#[N:32])([CH3:30])[CH3:29])[CH:23]=4)[CH:15]=[CH:16][C:17]=3[O:18][CH3:19])[CH:8]=[CH:7][C:5]=2[N:6]=1.C([O:37][CH2:38][C:39](Cl)=[O:40])(=O)C. Product: [C:31]([C:28]([C:24]1[CH:23]=[C:22]([CH:27]=[CH:26][CH:25]=1)[C:21]([NH:20][C:14]1[CH:15]=[CH:16][C:17]([O:18][CH3:19])=[C:12]([O:11][C:9]2[CH:8]=[CH:7][C:5]3[N:6]=[C:2]([NH:1][C:38](=[O:37])[CH2:39][OH:40])[S:3][C:4]=3[CH:10]=2)[CH:13]=1)=[O:33])([CH3:30])[CH3:29])#[N:32]. The catalyst class is: 9. (4) Reactant: [Cl:1][C:2]1[CH:7]=[C:6]([Cl:8])[CH:5]=[CH:4][C:3]=1[C:9]([F:14])([F:13])[C:10]([OH:12])=O.P(Cl)(Cl)(Cl)=O.Cl.[NH2:21][CH2:22][C:23]1[CH:24]=[C:25]2[C:29](=[CH:30][CH:31]=1)[C:28](=[O:32])[N:27]([CH:33]1[CH2:38][CH2:37][C:36](=[O:39])[NH:35][C:34]1=[O:40])[CH2:26]2.C(=O)(O)[O-].[Na+]. Product: [Cl:1][C:2]1[CH:7]=[C:6]([Cl:8])[CH:5]=[CH:4][C:3]=1[C:9]([F:14])([F:13])[C:10]([NH:21][CH2:22][C:23]1[CH:24]=[C:25]2[C:29](=[CH:30][CH:31]=1)[C:28](=[O:32])[N:27]([CH:33]1[CH2:38][CH2:37][C:36](=[O:39])[NH:35][C:34]1=[O:40])[CH2:26]2)=[O:12]. The catalyst class is: 17. (5) The catalyst class is: 3. Product: [F:20][CH:16]([F:21])[O:1][C:2]1[CH:3]=[C:4]([CH:9]=[C:10]([N+:12]([O-:14])=[O:13])[CH:11]=1)[C:5]([O:7][CH3:8])=[O:6]. Reactant: [OH:1][C:2]1[CH:3]=[C:4]([CH:9]=[C:10]([N+:12]([O-:14])=[O:13])[CH:11]=1)[C:5]([O:7][CH3:8])=[O:6].Cl[C:16]([F:21])([F:20])C([O-])=O.[Na+].C([O-])([O-])=O.[Na+].[Na+].O. (6) Reactant: [B:10]1([B:10]2[O:14][C:13]([CH3:16])([CH3:15])[C:12]([CH3:18])([CH3:17])[O:11]2)[O:14][C:13]([CH3:16])([CH3:15])[C:12]([CH3:18])([CH3:17])[O:11]1.[C:32]1(P([C:32]2[CH:37]=[CH:36][CH:35]=[CH:34][CH:33]=2)[C:32]2[CH:37]=[CH:36][CH:35]=[CH:34][CH:33]=2)[CH:37]=[CH:36][CH:35]=[CH:34][CH:33]=1.C([O-])([O-])=O.[K+].[K+].[Na+].[Cl-].[O:46]1CC[O:49][CH2:48][CH2:47]1. Product: [CH3:16][C:13]1([CH3:15])[C:12]([CH3:17])([CH3:18])[O:11][B:10]([C:35]2[CH2:34][CH2:33][C:32]3([O:49][CH2:48][CH2:47][O:46]3)[CH2:37][CH:36]=2)[O:14]1. The catalyst class is: 235. (7) Reactant: [Cl:1][C:2]1[CH:3]=[CH:4][C:5]2[C:11]3[C:12]([CH3:15])=[N:13][O:14][C:10]=3[CH2:9][CH2:8][NH:7][C:6]=2[CH:16]=1.[C:17]1([S:23](Cl)(=[O:25])=[O:24])[CH:22]=[CH:21][CH:20]=[CH:19][CH:18]=1. Product: [Cl:1][C:2]1[CH:3]=[CH:4][C:5]2[C:11]3[C:12]([CH3:15])=[N:13][O:14][C:10]=3[CH2:9][CH2:8][N:7]([S:23]([C:17]3[CH:22]=[CH:21][CH:20]=[CH:19][CH:18]=3)(=[O:25])=[O:24])[C:6]=2[CH:16]=1. The catalyst class is: 17. (8) Reactant: [Br:1][C:2]1[CH:23]=[C:22]([O:24][CH3:25])[C:5]2[N:6]([CH2:18][CH2:19][O:20][CH3:21])[C:7]([C:9]3[CH:14]=[CH:13][C:12]([CH:15]([CH3:17])[CH3:16])=[CH:11][CH:10]=3)=[N:8][C:4]=2[CH:3]=1.[Br:26]Br.CCOC(C)=O. Product: [Br:26][C:3]1[C:4]2[N:8]=[C:7]([C:9]3[CH:14]=[CH:13][C:12]([CH:15]([CH3:17])[CH3:16])=[CH:11][CH:10]=3)[N:6]([CH2:18][CH2:19][O:20][CH3:21])[C:5]=2[C:22]([O:24][CH3:25])=[CH:23][C:2]=1[Br:1]. The catalyst class is: 15. (9) Reactant: C([O:8][CH2:9][C:10]([N:12]1[CH2:17][CH2:16][CH:15]([C:18]2[CH:23]=[CH:22][C:21]([N:24]3[CH2:28][C@H:27]([CH2:29][NH:30][C:31](=[O:33])[CH3:32])[O:26][C:25]3=[O:34])=[CH:20][CH:19]=2)[CH2:14][CH2:13]1)=[O:11])C1C=CC=CC=1. Product: [OH:8][CH2:9][C:10]([N:12]1[CH2:13][CH2:14][CH:15]([C:18]2[CH:19]=[CH:20][C:21]([N:24]3[CH2:28][C@H:27]([CH2:29][NH:30][C:31](=[O:33])[CH3:32])[O:26][C:25]3=[O:34])=[CH:22][CH:23]=2)[CH2:16][CH2:17]1)=[O:11]. The catalyst class is: 19. (10) Reactant: [CH2:1]([N:8]1[CH2:22][CH2:21][C:11]2([O:19][C:18]3[CH:17]=[N:16][NH:15][C:14]=3[C:13](=[O:20])[CH2:12]2)[CH2:10][CH2:9]1)[C:2]1[CH:7]=[CH:6][CH:5]=[CH:4][CH:3]=1.[CH3:23][CH:24](O)[CH3:25].C1(P(C2C=CC=CC=2)C2C=CC=CC=2)C=CC=CC=1.C1C=CC(COC(/N=N/C(OCC2C=CC=CC=2)=O)=O)=CC=1. Product: [CH2:1]([N:8]1[CH2:22][CH2:21][C:11]2([O:19][C:18]3[CH:17]=[N:16][N:15]([CH:24]([CH3:25])[CH3:23])[C:14]=3[C:13](=[O:20])[CH2:12]2)[CH2:10][CH2:9]1)[C:2]1[CH:3]=[CH:4][CH:5]=[CH:6][CH:7]=1. The catalyst class is: 7.